From a dataset of Full USPTO retrosynthesis dataset with 1.9M reactions from patents (1976-2016). Predict the reactants needed to synthesize the given product. (1) Given the product [Cl:12][C:9]1[CH:10]=[CH:11][C:6]2[S:5][CH:4]=[C:3]([CH2:2][N:22]3[CH2:23][CH2:24][N:19]([C:14]4[CH:15]=[CH:16][CH:17]=[CH:18][N:13]=4)[CH2:20][CH2:21]3)[C:7]=2[CH:8]=1, predict the reactants needed to synthesize it. The reactants are: Br[CH2:2][C:3]1[C:7]2[CH:8]=[C:9]([Cl:12])[CH:10]=[CH:11][C:6]=2[S:5][CH:4]=1.[N:13]1[CH:18]=[CH:17][CH:16]=[CH:15][C:14]=1[N:19]1[CH2:24][CH2:23][NH:22][CH2:21][CH2:20]1. (2) Given the product [CH2:35]([O:1][C@H:2]1[CH2:6][CH2:5][N:4]([C:7]2[CH:12]=[CH:11][CH:10]=[C:9]([C:13]([F:16])([F:14])[F:15])[C:8]=2[CH2:17][N:18]2[CH2:19][CH2:20][N:21]([C:24]([O:26][C:27]([CH3:30])([CH3:29])[CH3:28])=[O:25])[CH2:22][CH2:23]2)[CH2:3]1)[C:34]#[CH:33], predict the reactants needed to synthesize it. The reactants are: [OH:1][C@H:2]1[CH2:6][CH2:5][N:4]([C:7]2[CH:12]=[CH:11][CH:10]=[C:9]([C:13]([F:16])([F:15])[F:14])[C:8]=2[CH2:17][N:18]2[CH2:23][CH2:22][N:21]([C:24]([O:26][C:27]([CH3:30])([CH3:29])[CH3:28])=[O:25])[CH2:20][CH2:19]2)[CH2:3]1.[H-].[Na+].[CH2:33](Br)[C:34]#[CH:35]. (3) Given the product [N:23]1([C:4]2[N:3]=[C:2]([NH:46][C:47]3[CH:48]=[CH:49][C:50]([C:51]([F:52])([F:53])[F:54])=[CH:45][CH:62]=3)[C:12]3[CH2:11][CH2:10][N:9]([C:13]4[C:18]([C:19]([F:22])([F:20])[F:21])=[CH:17][CH:16]=[CH:15][N:14]=4)[CH2:8][CH2:7][C:6]=3[N:5]=2)[CH2:28][CH2:27][CH2:26][CH2:25][CH2:24]1, predict the reactants needed to synthesize it. The reactants are: Cl[C:2]1[C:12]2[CH2:11][CH2:10][N:9]([C:13]3[C:18]([C:19]([F:22])([F:21])[F:20])=[CH:17][CH:16]=[CH:15][N:14]=3)[CH2:8][CH2:7][C:6]=2[N:5]=[C:4]([N:23]2[CH2:28][CH2:27][CH2:26][CH2:25][CH2:24]2)[N:3]=1.N1(C2N=C(O)C3CCN([C:45]4[C:50]([C:51]([F:54])([F:53])[F:52])=[CH:49][CH:48]=[CH:47][N:46]=4)CCC=3N=2)CCCCC1.O=P(Cl)(Cl)Cl.[CH3:62]C#N. (4) Given the product [C:1]([N:5]([C:20](=[O:29])[C:21]1[CH:22]=[C:23]([CH3:28])[CH:24]=[C:25]([CH3:27])[CH:26]=1)[NH:6][C:7]([C:9]1[CH:10]=[CH:11][C:12]2[CH:18]=[N:36][N:35]([S:32]([CH3:31])(=[O:34])=[O:33])[B:15]([CH3:37])[C:13]=2[CH:14]=1)=[O:8])([CH3:2])([CH3:4])[CH3:3], predict the reactants needed to synthesize it. The reactants are: [C:1]([N:5]([C:20](=[O:29])[C:21]1[CH:26]=[C:25]([CH3:27])[CH:24]=[C:23]([CH3:28])[CH:22]=1)[NH:6][C:7]([C:9]1[CH:10]=[CH:11][C:12]([CH:18]=O)=[C:13]([B:15](O)O)[CH:14]=1)=[O:8])([CH3:4])([CH3:3])[CH3:2].Cl.[CH3:31][S:32]([NH:35][NH2:36])(=[O:34])=[O:33].[CH3:37]CO. (5) The reactants are: Br.Br[CH:3]1[CH2:9][CH2:8][NH:7][CH2:6][CH2:5][C:4]1=O.[C:11]([NH2:16])(=[S:15])[CH:12]([CH3:14])[CH3:13]. Given the product [CH:12]([C:11]1[S:15][C:3]2[CH2:9][CH2:8][NH:7][CH2:6][CH2:5][C:4]=2[N:16]=1)([CH3:14])[CH3:13], predict the reactants needed to synthesize it. (6) Given the product [CH2:24]([O:13][C:12](=[O:14])[C:15]1[CH:20]=[CH:19][CH:18]=[C:17]([S:21][C:8]2[S:7][C:6]([NH2:5])=[N:10][CH:9]=2)[CH:16]=1)[CH3:25], predict the reactants needed to synthesize it. The reactants are: C[O-].[Na+].Cl.[NH2:5][C:6]1[S:7][C:8](Br)=[CH:9][N:10]=1.[C:12]([C:15]1[CH:16]=[C:17]([SH:21])[CH:18]=[CH:19][CH:20]=1)([OH:14])=[O:13].Cl.O1CCO[CH2:25][CH2:24]1. (7) Given the product [CH:16]1([O:15][CH2:14][C:8]2[N:6]3[CH:7]=[C:2]([CH3:24])[C:3]([C:22]#[N:23])=[CH:4][C:5]3=[N:10][C:9]=2[CH:11]([CH3:13])[CH3:12])[CH2:21][CH2:20][CH2:19][CH2:18][CH2:17]1, predict the reactants needed to synthesize it. The reactants are: Br[C:2]1[C:3]([C:22]#[N:23])=[CH:4][C:5]2[N:6]([C:8]([CH2:14][O:15][CH:16]3[CH2:21][CH2:20][CH2:19][CH2:18][CH2:17]3)=[C:9]([CH:11]([CH3:13])[CH3:12])[N:10]=2)[CH:7]=1.[CH3:24]B(O)O.C(=O)([O-])[O-].[Na+].[Na+].O.